Dataset: Forward reaction prediction with 1.9M reactions from USPTO patents (1976-2016). Task: Predict the product of the given reaction. (1) Given the reactants [C:1]1([CH2:7][CH2:8][CH:9]=[O:10])[CH:6]=[CH:5][CH:4]=[CH:3][CH:2]=1.[Br:11]Br, predict the reaction product. The product is: [Br:11][CH:8]([CH2:7][C:1]1[CH:6]=[CH:5][CH:4]=[CH:3][CH:2]=1)[CH:9]=[O:10]. (2) Given the reactants [CH3:1][O:2][C:3](=[O:14])[CH:4]([NH2:13])[CH2:5][C:6]1[CH:11]=[CH:10][C:9]([F:12])=[CH:8][CH:7]=1.[C:15]1([CH3:25])[CH:20]=[CH:19][C:18]([S:21](Cl)(=[O:23])=[O:22])=[CH:17][CH:16]=1.N1C=CC=CC=1.Cl, predict the reaction product. The product is: [CH3:1][O:2][C:3](=[O:14])[CH:4]([NH:13][S:21]([C:18]1[CH:19]=[CH:20][C:15]([CH3:25])=[CH:16][CH:17]=1)(=[O:23])=[O:22])[CH2:5][C:6]1[CH:11]=[CH:10][C:9]([F:12])=[CH:8][CH:7]=1. (3) Given the reactants [NH2:1][C:2]1[CH:3]=[N:4][CH:5]=[CH:6][CH:7]=1.C(N(CC)CC)C.Cl.[N:16]1([CH2:22][CH2:23][C:24]2[N:28]3[CH:29]=[CH:30][CH:31]=[CH:32][C:27]3=[C:26]([C:33](Cl)=[O:34])[N:25]=2)[CH2:21][CH2:20][O:19][CH2:18][CH2:17]1, predict the reaction product. The product is: [N:4]1[CH:5]=[CH:6][CH:7]=[C:2]([NH:1][C:33]([C:26]2[N:25]=[C:24]([CH2:23][CH2:22][N:16]3[CH2:17][CH2:18][O:19][CH2:20][CH2:21]3)[N:28]3[CH:29]=[CH:30][CH:31]=[CH:32][C:27]=23)=[O:34])[CH:3]=1. (4) Given the reactants CO[C:3](=[O:28])[C:4]1[CH:9]=[CH:8][C:7]([O:10][CH2:11][C:12]2[C:13]([C:21]3[CH:26]=[CH:25][C:24]([F:27])=[CH:23][CH:22]=3)=[N:14][O:15][C:16]=2[C:17]([F:20])([F:19])[F:18])=[N:6][CH:5]=1.COC(=O)C1C=CC(OCC2C(C3C=CC=C(F)C=3)=NOC=2C)=NC=1.[F:54][C:55]([F:59])([F:58])[CH2:56][NH2:57], predict the reaction product. The product is: [F:27][C:24]1[CH:25]=[CH:26][C:21]([C:13]2[C:12]([CH2:11][O:10][C:7]3[CH:8]=[CH:9][C:4]([C:3]([NH:57][CH2:56][C:55]([F:59])([F:58])[F:54])=[O:28])=[CH:5][N:6]=3)=[C:16]([C:17]([F:18])([F:19])[F:20])[O:15][N:14]=2)=[CH:22][CH:23]=1. (5) Given the reactants [CH:1]1([C:7](=[O:31])[CH:8]([C:25]2[CH:30]=[CH:29][CH:28]=[CH:27][CH:26]=2)[CH2:9][CH2:10][N:11]2[CH2:16][CH2:15][N:14]([C:17]3[CH:22]=[CH:21][CH:20]=[CH:19][C:18]=3[O:23][CH3:24])[CH2:13][CH2:12]2)[CH2:6][CH2:5][CH2:4][CH2:3][CH2:2]1.[H-].C([Al+]CC(C)C)C(C)C, predict the reaction product. The product is: [CH:1]1([CH:7]([OH:31])[CH:8]([C:25]2[CH:26]=[CH:27][CH:28]=[CH:29][CH:30]=2)[CH2:9][CH2:10][N:11]2[CH2:12][CH2:13][N:14]([C:17]3[CH:22]=[CH:21][CH:20]=[CH:19][C:18]=3[O:23][CH3:24])[CH2:15][CH2:16]2)[CH2:6][CH2:5][CH2:4][CH2:3][CH2:2]1.